From a dataset of Full USPTO retrosynthesis dataset with 1.9M reactions from patents (1976-2016). Predict the reactants needed to synthesize the given product. (1) Given the product [ClH:38].[CH3:30][CH:28]([O:27][C:24]1[CH:25]=[CH:26][C:21]([C:19]2[O:18][N:17]=[C:16]([C:14]3[CH:13]=[CH:12][C:11]4[CH2:5][CH2:6][NH:7][CH2:8][CH2:9][C:10]=4[CH:15]=3)[N:20]=2)=[CH:22][C:23]=1[C:31]([F:33])([F:34])[F:32])[CH3:29], predict the reactants needed to synthesize it. The reactants are: CC([CH:5]1[C:11]2[CH:12]=[CH:13][C:14]([C:16]3[N:20]=[C:19]([C:21]4[CH:26]=[CH:25][C:24]([O:27][CH:28]([CH3:30])[CH3:29])=[C:23]([C:31]([F:34])([F:33])[F:32])[CH:22]=4)[O:18][N:17]=3)=[CH:15][C:10]=2[CH2:9][CH2:8][N:7](C([O-])=O)[CH2:6]1)(C)C.[ClH:38]. (2) Given the product [C:9]([NH:8][C:6]1[CH:7]=[C:2]([C:23]2[CH2:28][CH2:27][N:26]([C:29]([O:31][C:32]([CH3:35])([CH3:34])[CH3:33])=[O:30])[CH2:25][CH:24]=2)[CH:3]=[CH:4][C:5]=1[CH3:14])(=[O:13])[CH:10]([CH3:12])[CH3:11], predict the reactants needed to synthesize it. The reactants are: Br[C:2]1[CH:3]=[CH:4][C:5]([CH3:14])=[C:6]([NH:8][C:9](=[O:13])[CH:10]([CH3:12])[CH3:11])[CH:7]=1.CC1(C)C(C)(C)OB([C:23]2[CH2:24][CH2:25][N:26]([C:29]([O:31][C:32]([CH3:35])([CH3:34])[CH3:33])=[O:30])[CH2:27][CH:28]=2)O1. (3) The reactants are: [CH2:1]1N2CN3CN(C2)CN1C3.[C:11](O)(C(F)(F)F)=[O:12].[Br:18][C:19]1[CH:24]=[CH:23][C:22]([OH:25])=[CH:21][CH:20]=1.OS(O)(=O)=O.[OH2:31]. Given the product [CH:1]([C:23]1[CH:24]=[C:19]([Br:18])[CH:20]=[C:21]([CH:11]=[O:12])[C:22]=1[OH:25])=[O:31], predict the reactants needed to synthesize it.